This data is from Catalyst prediction with 721,799 reactions and 888 catalyst types from USPTO. The task is: Predict which catalyst facilitates the given reaction. (1) Reactant: C([O:8][C@@H:9]1[C@@H:14]([O:15]CC2C=CC=CC=2)[C@H:13]([O:23]CC2C=CC=CC=2)[C@@H:12]([CH2:31][O:32]CC2C=CC=CC=2)[O:11][C@H:10]1[C:40]1[CH:45]=[C:44]([CH2:46][C:47]2[CH:52]=[CH:51][C:50](/[CH:53]=[CH:54]/[CH2:55][C:56]([NH:58][C:59]([CH3:63])([CH3:62])[CH2:60][OH:61])=[O:57])=[CH:49][CH:48]=2)[C:43]([CH3:64])=[CH:42][C:41]=1[O:65]CC1C=CC=CC=1)C1C=CC=CC=1. Product: [OH:65][C:41]1[CH:42]=[C:43]([CH3:64])[C:44]([CH2:46][C:47]2[CH:48]=[CH:49][C:50]([CH2:53][CH2:54][CH2:55][C:56]([NH:58][C:59]([CH3:63])([CH3:62])[CH2:60][OH:61])=[O:57])=[CH:51][CH:52]=2)=[CH:45][C:40]=1[C@@H:10]1[O:11][C@H:12]([CH2:31][OH:32])[C@@H:13]([OH:23])[C@H:14]([OH:15])[C@H:9]1[OH:8]. The catalyst class is: 43. (2) Reactant: C[O:2][C:3]([C:5]1[CH:6]=[CH:7][CH:8]=[C:9]2[C:14]=1[CH:13]=[N:12][C:11]([O:15][CH3:16])=[CH:10]2)=[O:4].[OH-].[K+]. Product: [CH3:16][O:15][C:11]1[N:12]=[CH:13][C:14]2[C:9]([CH:10]=1)=[CH:8][CH:7]=[CH:6][C:5]=2[C:3]([OH:4])=[O:2]. The catalyst class is: 40. (3) Reactant: C([O:8][CH2:9][CH2:10][N:11]1[CH2:15][CH2:14][O:13][C:12]1=[O:16])C1C=CC=CC=1. Product: [OH:8][CH2:9][CH2:10][N:11]1[CH2:15][CH2:14][O:13][C:12]1=[O:16]. The catalyst class is: 293. (4) Reactant: O1CCN(CC[CH2:9][O:10][C:11]2[CH:20]=[C:19]3[C:14]([C:15]([O:21][C:22]4[CH:27]=[CH:26][C:25](NC(=O)CC5C=CC=CN=5)=[CH:24][C:23]=4[F:38])=[CH:16][CH:17]=[N:18]3)=[CH:13][C:12]=2[O:39][CH3:40])CC1.[F:41][C:42]1[CH:57]=[CH:56][C:45]([C:46]([NH:48][C:49]2[C:50](=[O:55])[NH:51][CH:52]=[CH:53][CH:54]=2)=[O:47])=[CH:44][CH:43]=1.[C@@H]1(N)CCCC[C@H]1N.[O-]P([O-])([O-])=O.[K+].[K+].[K+]. Product: [CH3:40][O:39][C:12]1[CH:13]=[C:14]2[C:19](=[CH:20][C:11]=1[O:10][CH3:9])[N:18]=[CH:17][CH:16]=[C:15]2[O:21][C:22]1[CH:27]=[CH:26][C:25]([N:51]2[CH:52]=[CH:53][CH:54]=[C:49]([NH:48][C:46](=[O:47])[C:45]3[CH:56]=[CH:57][C:42]([F:41])=[CH:43][CH:44]=3)[C:50]2=[O:55])=[CH:24][C:23]=1[F:38]. The catalyst class is: 321. (5) Reactant: [Br:1][C:2]1[CH:3]=[C:4]([C:8]2([C:16]3[CH:17]=[CH:18][C:19]4[O:23][CH2:22][CH2:21][C:20]=4[CH:24]=3)[NH:12][C:11](=S)[N:10]([CH3:14])[C:9]2=[O:15])[CH:5]=[CH:6][CH:7]=1.C(OO)(C)(C)C.[NH3:31]. Product: [NH2:31][C:11]1[N:10]([CH3:14])[C:9](=[O:15])[C:8]([C:4]2[CH:5]=[CH:6][CH:7]=[C:2]([Br:1])[CH:3]=2)([C:16]2[CH:17]=[CH:18][C:19]3[O:23][CH2:22][CH2:21][C:20]=3[CH:24]=2)[N:12]=1. The catalyst class is: 5. (6) Reactant: C[O:2][C:3]1[CH:12]=[CH:11][C:6]2[N:7]([CH3:10])[CH:8]=[N:9][C:5]=2[CH:4]=1.B(Br)(Br)Br. Product: [CH3:10][N:7]1[C:6]2[CH:11]=[CH:12][C:3]([OH:2])=[CH:4][C:5]=2[N:9]=[CH:8]1. The catalyst class is: 2. (7) Reactant: [NH2:1][CH2:2][CH2:3][CH2:4][CH2:5][N:6]1[C:18]2[C:17]3[CH:16]=[CH:15][CH:14]=[CH:13][C:12]=3[N:11]=[C:10]([NH2:19])[C:9]=2[N:8]=[C:7]1[CH2:20][CH2:21][O:22][CH3:23].C(N(CC)CC)C.Cl[CH2:32][CH2:33][CH2:34][S:35](Cl)(=[O:37])=[O:36].N12CCCN=C1CCCCC2. Product: [O:36]=[S:35]1(=[O:37])[CH2:34][CH2:33][CH2:32][N:1]1[CH2:2][CH2:3][CH2:4][CH2:5][N:6]1[C:18]2[C:17]3[CH:16]=[CH:15][CH:14]=[CH:13][C:12]=3[N:11]=[C:10]([NH2:19])[C:9]=2[N:8]=[C:7]1[CH2:20][CH2:21][O:22][CH3:23]. The catalyst class is: 46. (8) Reactant: [NH2:1][CH:2]([C:6]([C:9]1[C:17]2[C:12](=[CH:13][CH:14]=[CH:15][CH:16]=2)[NH:11][CH:10]=1)([CH3:8])[CH3:7])[C:3]([OH:5])=[O:4].[OH-].[Na+].[CH2:20]=O.Cl. Product: [CH3:7][C:6]1([CH3:8])[C:9]2[C:17]3[C:12](=[CH:13][CH:14]=[CH:15][CH:16]=3)[NH:11][C:10]=2[CH2:20][NH:1][CH:2]1[C:3]([OH:5])=[O:4]. The catalyst class is: 6. (9) Reactant: [CH:1]([C:4]1[CH:9]=[CH:8][C:7]([CH:10]2[C:14]3[C:15]([CH3:21])=[CH:16][C:17]([CH3:20])=[C:18]([CH3:19])[C:13]=3[O:12][CH2:11]2)=[CH:6][CH:5]=1)([CH3:3])[CH3:2].C([O-])(=O)C.[Na+].[Br:27]Br.O. Product: [Br:27][C:16]1[C:17]([CH3:20])=[C:18]([CH3:19])[C:13]2[O:12][CH2:11][CH:10]([C:7]3[CH:6]=[CH:5][C:4]([CH:1]([CH3:3])[CH3:2])=[CH:9][CH:8]=3)[C:14]=2[C:15]=1[CH3:21]. The catalyst class is: 10. (10) Reactant: [CH3:1][O:2][CH:3]1[CH2:10][CH:9]2[CH:5]([CH2:6][CH:7]([NH2:11])[CH2:8]2)[CH2:4]1.Cl[CH2:13][C:14]([N:16]1[CH2:20][CH2:19][CH2:18][CH:17]1[C:21]#[N:22])=[O:15].C(=O)([O-])[O-].[K+].[K+].[I-].[K+].[OH-].[Na+]. Product: [CH3:1][O:2][CH:3]1[CH2:10][CH:9]2[CH:5]([CH2:6][CH:7]([NH:11][CH2:13][C:14]([N:16]3[CH2:20][CH2:19][CH2:18][CH:17]3[C:21]#[N:22])=[O:15])[CH2:8]2)[CH2:4]1. The catalyst class is: 46.